From a dataset of Full USPTO retrosynthesis dataset with 1.9M reactions from patents (1976-2016). Predict the reactants needed to synthesize the given product. Given the product [CH3:3][C:2]([C:6]1[CH:7]=[C:8]([CH2:17][N:18]2[N:22]=[CH:21][N:20]=[CH:19]2)[CH:9]=[C:10]([C:12]([C:15]#[N:16])([CH3:13])[CH3:14])[CH:11]=1)([C:4]#[N:5])[CH3:1].[C:23]([O-:28])(=[O:27])[C:24]([O-:26])=[O:25], predict the reactants needed to synthesize it. The reactants are: [CH3:1][C:2]([C:6]1[CH:7]=[C:8]([CH2:17][N:18]2[N:22]=[CH:21][N:20]=[CH:19]2)[CH:9]=[C:10]([C:12]([C:15]#[N:16])([CH3:14])[CH3:13])[CH:11]=1)([C:4]#[N:5])[CH3:3].[C:23]([OH:28])(=[O:27])[C:24]([OH:26])=[O:25].